Dataset: Reaction yield outcomes from USPTO patents with 853,638 reactions. Task: Predict the reaction yield, written as a fraction of the theoretical maximum amount of product (1.0 means a 100% yield; for example, 0.34 means a 34% yield). (1) The reactants are [Cl:1][C:2]1[CH:7]=[CH:6][CH:5]=[CH:4][C:3]=1[CH3:8].C(O[O:14][C:15]([CH3:18])(C)C)(C)(C)C.[C]=O.[CH2:21]([OH:23])C. No catalyst specified. The product is [Cl:1][C:2]1[CH:7]=[CH:6][CH:5]=[CH:4][C:3]=1[CH2:8][C:21]([O:14][CH2:15][CH3:18])=[O:23]. The yield is 0.830. (2) The reactants are [Cl:1][C:2]1[N:3]=[C:4]([C:9]([NH:11][C@H:12]2[CH2:17][CH2:16][N:15]([C:18]3[S:19][C:20]([C:25]([O:27][CH2:28][CH3:29])=[O:26])=[C:21]([CH:23]=O)[N:22]=3)[CH2:14][C@H:13]2[O:30][CH3:31])=[O:10])[NH:5][C:6]=1[CH2:7][CH3:8].Cl.[CH3:33][O:34][NH2:35]. The catalyst is N1C=CC=CC=1. The product is [Cl:1][C:2]1[N:3]=[C:4]([C:9]([NH:11][C@H:12]2[CH2:17][CH2:16][N:15]([C:18]3[S:19][C:20]([C:25]([O:27][CH2:28][CH3:29])=[O:26])=[C:21]([CH:23]=[N:35][O:34][CH3:33])[N:22]=3)[CH2:14][C@H:13]2[O:30][CH3:31])=[O:10])[NH:5][C:6]=1[CH2:7][CH3:8]. The yield is 1.00. (3) The reactants are Cl[C:2]1[N:7]=[N:6][C:5]2[S:8][CH2:9][CH2:10][O:11][C:4]=2[CH:3]=1.C(=O)([O-])[O-].[K+].[K+].B1(C=C)OB([CH:24]=[CH2:25])OB(C=C)O1.C1C=CN=CC=1.O. The catalyst is C(COC)OC.C1C=CC([P]([Pd]([P](C2C=CC=CC=2)(C2C=CC=CC=2)C2C=CC=CC=2)([P](C2C=CC=CC=2)(C2C=CC=CC=2)C2C=CC=CC=2)[P](C2C=CC=CC=2)(C2C=CC=CC=2)C2C=CC=CC=2)(C2C=CC=CC=2)C2C=CC=CC=2)=CC=1. The product is [CH:24]([C:2]1[N:7]=[N:6][C:5]2[S:8][CH2:9][CH2:10][O:11][C:4]=2[CH:3]=1)=[CH2:25]. The yield is 0.460. (4) The reactants are [Br:1][C:2]1[C:11]2[C:6](=[CH:7][CH:8]=[C:9]([O:12][CH3:13])[N:10]=2)[N:5]=[CH:4][C:3]=1[NH2:14].[F:15][B-:16]([F:19])([F:18])[F:17].[N:20]#[O+]. The catalyst is C1COCC1. The product is [F:15][B-:16]([F:19])([F:18])[F:17].[Br:1][C:2]1[C:11]2[C:6](=[CH:7][CH:8]=[C:9]([O:12][CH3:13])[N:10]=2)[N:5]=[CH:4][C:3]=1[N+:14]#[N:20]. The yield is 0.900. (5) The reactants are [NH:1]1[C:5]2[CH:6]=[CH:7][CH:8]=[CH:9][C:4]=2[N:3]=[N:2]1.Br[CH2:11][C:12]1[CH:21]=[CH:20][C:15]([C:16]([O:18][CH3:19])=[O:17])=[CH:14][CH:13]=1.[H-].[Na+]. The catalyst is CN(C=O)C.[NH4+].[Cl-]. The product is [N:1]1([CH2:11][C:12]2[CH:21]=[CH:20][C:15]([C:16]([O:18][CH3:19])=[O:17])=[CH:14][CH:13]=2)[C:5]2[CH:6]=[CH:7][CH:8]=[CH:9][C:4]=2[N:3]=[N:2]1. The yield is 0.510. (6) The reactants are C([O:3][CH:4](OCC)[CH2:5][CH2:6][CH2:7][N:8]1[C:12]2[N:13]=[C:14]([C:23]3[CH:24]=[C:25]([OH:29])[CH:26]=[CH:27][CH:28]=3)[N:15]=[C:16]([N:17]3[CH2:22][CH2:21][O:20][CH2:19][CH2:18]3)[C:11]=2[N:10]=[N:9]1)C.Cl. The catalyst is CCO. The product is [OH:29][C:25]1[CH:24]=[C:23]([C:14]2[N:15]=[C:16]([N:17]3[CH2:18][CH2:19][O:20][CH2:21][CH2:22]3)[C:11]3[N:10]=[N:9][N:8]([CH2:7][CH2:6][CH2:5][CH:4]=[O:3])[C:12]=3[N:13]=2)[CH:28]=[CH:27][CH:26]=1. The yield is 0.900. (7) The reactants are [OH:1][CH:2]([C:37]([CH3:40])([CH3:39])[CH3:38])[CH2:3][N:4]1[C:9](=[O:10])[C:8]([CH2:11][C:12]2[CH:17]=[CH:16][C:15]([C:18]3[CH:23]=[CH:22][CH:21]=[CH:20][C:19]=3[C:24]3[NH:28][C:27](=[O:29])[O:26][N:25]=3)=[CH:14][CH:13]=2)=[C:7]([CH2:30][CH2:31][CH3:32])[N:6]2[N:33]=[C:34]([CH3:36])[N:35]=[C:5]12.CC(OI1(OC(C)=O)(OC(C)=O)OC(=O)C2C=CC=CC1=2)=O.C(=O)([O-])O.[Na+].O.O.O.O.O.S([O-])([O-])(=O)=S.[Na+].[Na+]. The catalyst is C(OCC)(=O)C.C(#N)C. The product is [CH3:39][C:37]([CH3:38])([CH3:40])[C:2](=[O:1])[CH2:3][N:4]1[C:9](=[O:10])[C:8]([CH2:11][C:12]2[CH:13]=[CH:14][C:15]([C:18]3[CH:23]=[CH:22][CH:21]=[CH:20][C:19]=3[C:24]3[NH:28][C:27](=[O:29])[O:26][N:25]=3)=[CH:16][CH:17]=2)=[C:7]([CH2:30][CH2:31][CH3:32])[N:6]2[N:33]=[C:34]([CH3:36])[N:35]=[C:5]12. The yield is 0.850.